Predict the reactants needed to synthesize the given product. From a dataset of Full USPTO retrosynthesis dataset with 1.9M reactions from patents (1976-2016). Given the product [C:36]1([C:35]([N:30]2[CH2:31][CH2:32][CH:47]([CH2:7][N:8]3[C:16]4[C:11](=[CH:12][C:13]([C:17]5[CH:18]=[N:19][N:20]([CH:22]6[CH2:27][CH2:26][CH2:25][CH2:24][O:23]6)[CH:21]=5)=[CH:14][CH:15]=4)[CH:10]=[CH:9]3)[CH2:34][CH2:33]2)=[O:42])[CH:41]=[CH:40][CH:39]=[CH:38][CH:37]=1, predict the reactants needed to synthesize it. The reactants are: N1CCCC([CH2:7][N:8]2[C:16]3[C:11](=[CH:12][C:13]([C:17]4[CH:18]=[N:19][N:20]([CH:22]5[CH2:27][CH2:26][CH2:25][CH2:24][O:23]5)[CH:21]=4)=[CH:14][CH:15]=3)[CH:10]=[CH:9]2)C1.C([N:30]([CH2:33][CH3:34])[CH2:31][CH3:32])C.[C:35](Cl)(=[O:42])[C:36]1[CH:41]=[CH:40][CH:39]=[CH:38][CH:37]=1.CO.Cl[CH2:47]Cl.